This data is from Reaction yield outcomes from USPTO patents with 853,638 reactions. The task is: Predict the reaction yield, written as a fraction of the theoretical maximum amount of product (1.0 means a 100% yield; for example, 0.34 means a 34% yield). The reactants are C(OC(=O)[NH:7][CH2:8][C:9]([CH3:31])([C:11]1[CH:16]=[CH:15][C:14]([CH2:17][C:18](=[O:30])[C:19]2[C:28](=[O:29])[C:27]3[C:22](=[CH:23][CH:24]=[CH:25][CH:26]=3)[NH:21][CH:20]=2)=[CH:13][CH:12]=1)[CH3:10])(C)(C)C.C(O)(C(F)(F)F)=O.[OH-].[Na+]. The catalyst is C(Cl)Cl. The yield is 0.910. The product is [NH2:7][CH2:8][C:9]([C:11]1[CH:16]=[CH:15][C:14]([CH2:17][C:18]([C:19]2[C:28](=[O:29])[C:27]3[C:22](=[CH:23][CH:24]=[CH:25][CH:26]=3)[NH:21][CH:20]=2)=[O:30])=[CH:13][CH:12]=1)([CH3:10])[CH3:31].